From a dataset of Catalyst prediction with 721,799 reactions and 888 catalyst types from USPTO. Predict which catalyst facilitates the given reaction. (1) Reactant: [CH2:1]([N:8]1[CH:13]([CH2:14][O:15][Si:16]([C:19]([CH3:22])([CH3:21])[CH3:20])([CH3:18])[CH3:17])[CH2:12][O:11][C:10]([CH2:24][CH:25]=[O:26])([CH3:23])[C:9]1=[O:27])[C:2]1[CH:7]=[CH:6][CH:5]=[CH:4][CH:3]=1.[BH4-].[Na+].O. Product: [CH2:1]([N:8]1[CH:13]([CH2:14][O:15][Si:16]([C:19]([CH3:20])([CH3:21])[CH3:22])([CH3:18])[CH3:17])[CH2:12][O:11][C:10]([CH2:24][CH2:25][OH:26])([CH3:23])[C:9]1=[O:27])[C:2]1[CH:3]=[CH:4][CH:5]=[CH:6][CH:7]=1. The catalyst class is: 5. (2) Reactant: [Cl:1][C:2]1[CH:3]=[C:4]([NH:16][C:17]2[C:26]3[C:21](=[CH:22][C:23]([O:30][C@H:31]4[CH2:35][CH2:34][O:33][CH2:32]4)=[C:24]([N+:27]([O-])=O)[CH:25]=3)[N:20]=[CH:19][N:18]=2)[CH:5]=[CH:6][C:7]=1[O:8][CH2:9][C:10]1[CH:15]=[CH:14][CH:13]=[CH:12][N:11]=1.Cl.[OH-].[Na+]. Product: [Cl:1][C:2]1[CH:3]=[C:4]([NH:16][C:17]2[C:26]3[C:21](=[CH:22][C:23]([O:30][C@H:31]4[CH2:35][CH2:34][O:33][CH2:32]4)=[C:24]([NH2:27])[CH:25]=3)[N:20]=[CH:19][N:18]=2)[CH:5]=[CH:6][C:7]=1[O:8][CH2:9][C:10]1[CH:15]=[CH:14][CH:13]=[CH:12][N:11]=1. The catalyst class is: 447. (3) Reactant: Br[C:2]1[C:10]([CH3:11])=[CH:9][C:8]2[C:4](=[CH:5][N:6]([CH2:12][O:13][CH2:14][CH2:15][Si:16]([CH3:19])([CH3:18])[CH3:17])[N:7]=2)[CH:3]=1.[F:20][C:21]1[CH:26]=[C:25]([O:27][CH3:28])[CH:24]=[CH:23][C:22]=1B(O)O.C(=O)([O-])[O-].[K+].[K+]. Product: [F:20][C:21]1[CH:26]=[C:25]([O:27][CH3:28])[CH:24]=[CH:23][C:22]=1[C:2]1[C:10]([CH3:11])=[CH:9][C:8]2[C:4](=[CH:5][N:6]([CH2:12][O:13][CH2:14][CH2:15][Si:16]([CH3:19])([CH3:18])[CH3:17])[N:7]=2)[CH:3]=1. The catalyst class is: 75. (4) Reactant: [OH:1][C:2]1([CH2:14][CH2:15][CH:16]([CH3:18])[CH3:17])[C:11]2[C:6](=[CH:7][CH:8]=[CH:9][CH:10]=2)[C:5](=[O:12])[CH2:4][C:3]1=[O:13].B(F)(F)F.[CH3:23]COCC. Product: [OH:1][C:2]1([CH2:14][CH2:15][CH:16]([CH3:18])[CH3:17])[C:11]2[C:6](=[CH:7][CH:8]=[CH:9][CH:10]=2)[C:5]([O:12][CH3:23])=[CH:4][C:3]1=[O:13]. The catalyst class is: 5. (5) Reactant: Cl[C:2]1[C:12]([C:13]#[N:14])=[CH:11][C:5]([C:6]([O:8][CH2:9][CH3:10])=[O:7])=[C:4]([CH3:15])[N:3]=1.[NH:16]1[CH2:19][CH:18]([CH2:20][NH:21][C:22](=[O:28])[O:23][C:24]([CH3:27])([CH3:26])[CH3:25])[CH2:17]1.CCN(C(C)C)C(C)C. Product: [C:24]([O:23][C:22]([NH:21][CH2:20][CH:18]1[CH2:17][N:16]([C:2]2[C:12]([C:13]#[N:14])=[CH:11][C:5]([C:6]([O:8][CH2:9][CH3:10])=[O:7])=[C:4]([CH3:15])[N:3]=2)[CH2:19]1)=[O:28])([CH3:27])([CH3:25])[CH3:26]. The catalyst class is: 2. (6) Reactant: Br[C:2]1[S:6][C:5]([CH:7]([C:15]2[CH:20]=[CH:19][CH:18]=[C:17]([F:21])[CH:16]=2)[C:8]([CH3:14])([CH3:13])[C:9]([O:11][CH3:12])=[O:10])=[CH:4][CH:3]=1.[NH:22]1[CH2:27][CH2:26][O:25][CH2:24][CH2:23]1.C(P(C(C)(C)C)C1C=CC=CC=1C1C=CC=CC=1)(C)(C)C.CC(C)([O-])C.[Na+]. Product: [F:21][C:17]1[CH:16]=[C:15]([CH:7]([C:5]2[S:6][C:2]([N:22]3[CH2:27][CH2:26][O:25][CH2:24][CH2:23]3)=[CH:3][CH:4]=2)[C:8]([CH3:14])([CH3:13])[C:9]([O:11][CH3:12])=[O:10])[CH:20]=[CH:19][CH:18]=1. The catalyst class is: 164. (7) Reactant: [Cl:1][C:2]1[CH:8]=[CH:7][C:5]([NH2:6])=[CH:4][C:3]=1[N+:9]([O-:11])=[O:10].[CH3:12][S:13](Cl)(=[O:15])=[O:14].N1C=CC=CC=1. Product: [Cl:1][C:2]1[CH:8]=[CH:7][C:5]([NH:6][S:13]([CH3:12])(=[O:15])=[O:14])=[CH:4][C:3]=1[N+:9]([O-:11])=[O:10]. The catalyst class is: 295. (8) Reactant: Br[CH2:2][C:3]1[CH:12]=[CH:11][C:6]([C:7]([O:9][CH3:10])=[O:8])=[CH:5][C:4]=1[N+:13]([O-:15])=[O:14].Cl.[NH2:17][CH2:18][C:19]([O:21][CH3:22])=[O:20].CCN(C(C)C)C(C)C. Product: [CH3:22][O:21][C:19](=[O:20])[CH2:18][NH:17][CH2:2][C:3]1[CH:12]=[CH:11][C:6]([C:7]([O:9][CH3:10])=[O:8])=[CH:5][C:4]=1[N+:13]([O-:15])=[O:14]. The catalyst class is: 215. (9) Reactant: [CH:1]1([N:7]2[C:11]3[N:12]=[C:13]([C:16]#[N:17])[N:14]=[CH:15][C:10]=3[CH:9]=[C:8]2[CH2:18][C:19]2[CH:24]=[CH:23][C:22]([CH2:25]O)=[CH:21][CH:20]=2)[CH2:6][CH2:5][CH2:4][CH2:3][CH2:2]1.C1(P(C2C=CC=CC=2)C2C=CC=CC=2)C=CC=CC=1.C(Br)(Br)(Br)[Br:47]. Product: [Br:47][CH2:25][C:22]1[CH:23]=[CH:24][C:19]([CH2:18][C:8]2[N:7]([CH:1]3[CH2:6][CH2:5][CH2:4][CH2:3][CH2:2]3)[C:11]3[N:12]=[C:13]([C:16]#[N:17])[N:14]=[CH:15][C:10]=3[CH:9]=2)=[CH:20][CH:21]=1. The catalyst class is: 2.